From a dataset of Catalyst prediction with 721,799 reactions and 888 catalyst types from USPTO. Predict which catalyst facilitates the given reaction. (1) Reactant: Br[C:2]1[CH:7]=[CH:6][C:5]([CH2:8][OH:9])=[CH:4][CH:3]=1.[B:10]1([B:10]2[O:14][C:13]([CH3:16])([CH3:15])[C:12]([CH3:18])([CH3:17])[O:11]2)[O:14][C:13]([CH3:16])([CH3:15])[C:12]([CH3:18])([CH3:17])[O:11]1.C([O-])(=O)C.[K+]. Product: [CH3:17][C:12]1([CH3:18])[C:13]([CH3:16])([CH3:15])[O:14][B:10]([C:2]2[CH:7]=[CH:6][C:5]([CH2:8][OH:9])=[CH:4][CH:3]=2)[O:11]1. The catalyst class is: 140. (2) Reactant: C(OC([N:8]1[C:13]2[CH:14]=[C:15]([Cl:24])[CH:16]=[C:17]([C:18]3[CH:23]=[CH:22][N:21]=[CH:20][CH:19]=3)[C:12]=2[O:11][CH:10]([C:25]([N:27]2[CH2:32][CH2:31][C:30]([C:41]#[N:42])([CH2:33][C:34]3[CH:39]=[CH:38][C:37]([F:40])=[CH:36][CH:35]=3)[CH2:29][CH2:28]2)=[O:26])[CH2:9]1)=O)(C)(C)C.C(O)(C(F)(F)F)=O. Product: [Cl:24][C:15]1[CH:16]=[C:17]([C:18]2[CH:23]=[CH:22][N:21]=[CH:20][CH:19]=2)[C:12]2[O:11][CH:10]([C:25]([N:27]3[CH2:32][CH2:31][C:30]([CH2:33][C:34]4[CH:39]=[CH:38][C:37]([F:40])=[CH:36][CH:35]=4)([C:41]#[N:42])[CH2:29][CH2:28]3)=[O:26])[CH2:9][NH:8][C:13]=2[CH:14]=1. The catalyst class is: 2. (3) Reactant: [NH2:1][C:2](=[S:11])[CH2:3][CH2:4][CH2:5][CH2:6][C:7](OC)=[O:8].[BH4-].[Na+].[Cl-].[Ca+2].[Cl-].Cl. Product: [OH:8][CH2:7][CH2:6][CH2:5][CH2:4][CH2:3][C:2](=[S:11])[NH2:1]. The catalyst class is: 40. (4) Reactant: [C:1](Cl)(=[O:5])[CH2:2][CH2:3][CH3:4].[C:7]([O:11][C:12]([NH:14][C:15]1[CH:16]=[C:17]2[C:22](=[CH:23][CH:24]=1)[NH:21][C:20]([CH3:26])([CH3:25])[CH:19]=[C:18]2[CH3:27])=[O:13])([CH3:10])([CH3:9])[CH3:8]. Product: [C:7]([O:11][C:12]([NH:14][C:15]1[CH:16]=[C:17]2[C:22](=[CH:23][CH:24]=1)[N:21]([C:1](=[O:5])[CH2:2][CH2:3][CH3:4])[C:20]([CH3:26])([CH3:25])[CH:19]=[C:18]2[CH3:27])=[O:13])([CH3:10])([CH3:8])[CH3:9]. The catalyst class is: 17. (5) Reactant: [CH3:1][C@H:2]1[CH2:7][C@@H:6]([CH3:8])[CH2:5][N:4]([C:9]([C@@H:11]2[CH2:19][C:18]3[C:13](=[CH:14][CH:15]=[CH:16][CH:17]=3)[NH:12]2)=[O:10])[CH2:3]1.Br[C:21]1[S:22][CH:23]=[CH:24][N:25]=1.CC(C)([O-])C.[Na+].C(OCC)(=O)C. Product: [CH3:1][C@H:2]1[CH2:7][C@@H:6]([CH3:8])[CH2:5][N:4]([C:9]([C@@H:11]2[CH2:19][C:18]3[C:13](=[CH:14][CH:15]=[CH:16][CH:17]=3)[N:12]2[C:21]2[S:22][CH:23]=[CH:24][N:25]=2)=[O:10])[CH2:3]1. The catalyst class is: 11. (6) The catalyst class is: 6. Product: [CH3:20][N:21]1[C:25]([CH2:26][CH2:27][C:28]2[CH:33]=[CH:32][C:31]([C:34]([F:37])([F:35])[F:36])=[CH:30][CH:29]=2)=[C:24]([C:38]([NH:2][NH:1][C:3]([C:5]2[CH:10]=[CH:9][C:8]([S:11]([NH2:14])(=[O:13])=[O:12])=[CH:7][CH:6]=2)=[O:4])=[O:39])[CH:23]=[N:22]1. Reactant: [NH:1]([C:3]([C:5]1[CH:10]=[CH:9][C:8]([S:11]([NH2:14])(=[O:13])=[O:12])=[CH:7][CH:6]=1)=[O:4])[NH2:2].CN(C)C=O.[CH3:20][N:21]1[C:25]([CH2:26][CH2:27][C:28]2[CH:33]=[CH:32][C:31]([C:34]([F:37])([F:36])[F:35])=[CH:30][CH:29]=2)=[C:24]([C:38](O)=[O:39])[CH:23]=[N:22]1. (7) Product: [Br:21][CH2:1][C:2]1[CH:3]=[CH:4][C:5]([C:8]2[CH:13]=[CH:12][C:11]([N+:14]([O-:16])=[O:15])=[CH:10][C:9]=2[C:17]([F:20])([F:18])[F:19])=[N:6][CH:7]=1. Reactant: [CH3:1][C:2]1[CH:3]=[CH:4][C:5]([C:8]2[CH:13]=[CH:12][C:11]([N+:14]([O-:16])=[O:15])=[CH:10][C:9]=2[C:17]([F:20])([F:19])[F:18])=[N:6][CH:7]=1.[Br:21]N1C(=O)CCC1=O.C(OOC(=O)C1C=CC=CC=1)(=O)C1C=CC=CC=1. The catalyst class is: 53.